This data is from Forward reaction prediction with 1.9M reactions from USPTO patents (1976-2016). The task is: Predict the product of the given reaction. (1) Given the reactants Br[C:2]1[C:3]([N:22]2[CH2:26][CH2:25][CH:24]([C:27]([OH:30])([CH3:29])[CH3:28])[CH2:23]2)=[N:4][CH:5]=[C:6]([CH:21]=1)[C:7]([NH:9][C:10]1[CH:15]=[CH:14][C:13]([O:16][C:17]([F:20])([F:19])[F:18])=[CH:12][CH:11]=1)=[O:8].[N:31]1[CH:36]=[C:35](B(O)O)[CH:34]=[N:33][CH:32]=1.C([O-])(O)=O.[Na+], predict the reaction product. The product is: [OH:30][C:27]([CH:24]1[CH2:25][CH2:26][N:22]([C:3]2[C:2]([C:35]3[CH:36]=[N:31][CH:32]=[N:33][CH:34]=3)=[CH:21][C:6]([C:7]([NH:9][C:10]3[CH:15]=[CH:14][C:13]([O:16][C:17]([F:20])([F:19])[F:18])=[CH:12][CH:11]=3)=[O:8])=[CH:5][N:4]=2)[CH2:23]1)([CH3:29])[CH3:28]. (2) Given the reactants [CH3:1][N:2]1[CH2:7][CH2:6][N:5]([C:8]2[CH:14]=[CH:13][C:11]([NH2:12])=[CH:10][CH:9]=2)[CH2:4][CH2:3]1.[CH3:15][C:16]([O:19][C:20](O[C:20]([O:19][C:16]([CH3:18])([CH3:17])[CH3:15])=[O:21])=[O:21])([CH3:18])[CH3:17], predict the reaction product. The product is: [C:16]([O:19][C:20](=[O:21])[NH:12][C:11]1[CH:13]=[CH:14][C:8]([N:5]2[CH2:4][CH2:3][N:2]([CH3:1])[CH2:7][CH2:6]2)=[CH:9][CH:10]=1)([CH3:18])([CH3:17])[CH3:15]. (3) Given the reactants [CH3:1][C:2]1[N:6]([CH2:7][C:8]([N:10]2[CH2:15][CH2:14][CH:13]([N:16]3[CH:20]=[CH:19][C:18]([C:21]([O:23]C)=[O:22])=[N:17]3)[CH2:12][CH2:11]2)=[O:9])[N:5]=[C:4]([C:25]([F:28])([F:27])[F:26])[CH:3]=1.[OH-].[Na+].Cl.[Cl-].[Na+], predict the reaction product. The product is: [CH3:1][C:2]1[N:6]([CH2:7][C:8]([N:10]2[CH2:15][CH2:14][CH:13]([N:16]3[CH:20]=[CH:19][C:18]([C:21]([OH:23])=[O:22])=[N:17]3)[CH2:12][CH2:11]2)=[O:9])[N:5]=[C:4]([C:25]([F:28])([F:26])[F:27])[CH:3]=1.